Dataset: NCI-60 drug combinations with 297,098 pairs across 59 cell lines. Task: Regression. Given two drug SMILES strings and cell line genomic features, predict the synergy score measuring deviation from expected non-interaction effect. (1) Drug 1: CC1=C(C(=CC=C1)Cl)NC(=O)C2=CN=C(S2)NC3=CC(=NC(=N3)C)N4CCN(CC4)CCO. Drug 2: C(CC(=O)O)C(=O)CN.Cl. Cell line: NCIH23. Synergy scores: CSS=10.8, Synergy_ZIP=-5.55, Synergy_Bliss=-1.40, Synergy_Loewe=1.94, Synergy_HSA=2.47. (2) Drug 1: C1=CC(=CC=C1CC(C(=O)O)N)N(CCCl)CCCl.Cl. Drug 2: C1=NC2=C(N1)C(=S)N=C(N2)N. Cell line: UACC-257. Synergy scores: CSS=17.3, Synergy_ZIP=-9.03, Synergy_Bliss=-3.76, Synergy_Loewe=-8.40, Synergy_HSA=-3.02. (3) Drug 1: C1C(C(OC1N2C=NC3=C(N=C(N=C32)Cl)N)CO)O. Drug 2: CC1=C2C(C(=O)C3(C(CC4C(C3C(C(C2(C)C)(CC1OC(=O)C(C(C5=CC=CC=C5)NC(=O)OC(C)(C)C)O)O)OC(=O)C6=CC=CC=C6)(CO4)OC(=O)C)O)C)O. Cell line: MCF7. Synergy scores: CSS=0.577, Synergy_ZIP=-1.26, Synergy_Bliss=-2.47, Synergy_Loewe=-2.16, Synergy_HSA=-2.63. (4) Drug 1: CN1C(=O)N2C=NC(=C2N=N1)C(=O)N. Drug 2: C(=O)(N)NO. Cell line: SW-620. Synergy scores: CSS=7.89, Synergy_ZIP=1.44, Synergy_Bliss=-3.12, Synergy_Loewe=-4.20, Synergy_HSA=-1.70. (5) Drug 1: CCCS(=O)(=O)NC1=C(C(=C(C=C1)F)C(=O)C2=CNC3=C2C=C(C=N3)C4=CC=C(C=C4)Cl)F. Drug 2: CC1=C(C=C(C=C1)NC(=O)C2=CC=C(C=C2)CN3CCN(CC3)C)NC4=NC=CC(=N4)C5=CN=CC=C5. Cell line: OVCAR-4. Synergy scores: CSS=0.692, Synergy_ZIP=0.962, Synergy_Bliss=5.07, Synergy_Loewe=0.745, Synergy_HSA=2.46. (6) Drug 1: CC12CCC(CC1=CCC3C2CCC4(C3CC=C4C5=CN=CC=C5)C)O. Drug 2: COC1=CC(=CC(=C1O)OC)C2C3C(COC3=O)C(C4=CC5=C(C=C24)OCO5)OC6C(C(C7C(O6)COC(O7)C8=CC=CS8)O)O. Cell line: SNB-75. Synergy scores: CSS=20.4, Synergy_ZIP=0.0888, Synergy_Bliss=4.11, Synergy_Loewe=-14.9, Synergy_HSA=3.81. (7) Drug 1: CC1C(C(=O)NC(C(=O)N2CCCC2C(=O)N(CC(=O)N(C(C(=O)O1)C(C)C)C)C)C(C)C)NC(=O)C3=C4C(=C(C=C3)C)OC5=C(C(=O)C(=C(C5=N4)C(=O)NC6C(OC(=O)C(N(C(=O)CN(C(=O)C7CCCN7C(=O)C(NC6=O)C(C)C)C)C)C(C)C)C)N)C. Drug 2: CN(C(=O)NC(C=O)C(C(C(CO)O)O)O)N=O. Cell line: SK-OV-3. Synergy scores: CSS=19.1, Synergy_ZIP=-1.84, Synergy_Bliss=2.88, Synergy_Loewe=-13.3, Synergy_HSA=0.753. (8) Drug 1: CCN(CC)CCNC(=O)C1=C(NC(=C1C)C=C2C3=C(C=CC(=C3)F)NC2=O)C. Drug 2: C1=CN(C=N1)CC(O)(P(=O)(O)O)P(=O)(O)O. Cell line: SN12C. Synergy scores: CSS=6.01, Synergy_ZIP=-2.58, Synergy_Bliss=-1.79, Synergy_Loewe=-3.12, Synergy_HSA=-3.59. (9) Drug 1: CC1(CCCN1)C2=NC3=C(C=CC=C3N2)C(=O)N. Drug 2: C1CCC(C(C1)[NH-])[NH-].C(=O)(C(=O)[O-])[O-].[Pt+4]. Cell line: SW-620. Synergy scores: CSS=45.8, Synergy_ZIP=2.13, Synergy_Bliss=1.02, Synergy_Loewe=-15.9, Synergy_HSA=0.754.